Dataset: Full USPTO retrosynthesis dataset with 1.9M reactions from patents (1976-2016). Task: Predict the reactants needed to synthesize the given product. (1) Given the product [CH3:1][CH2:2][O:24][C:23]([CH3:9])=[O:26].[CH3:15][CH2:14][CH2:19][CH2:18][CH2:7][CH2:5][CH3:6], predict the reactants needed to synthesize it. The reactants are: [CH:1](N[CH:5]([CH3:7])[CH3:6])(C)[CH3:2].[Li+].[CH3:9]CC[CH2-].Br[C:14]1[CH:15]=NC=[C:18](F)[CH:19]=1.IC.[C:23](=[O:26])(O)[O-:24].[Na+]. (2) Given the product [NH:8]1[C:3]2[CH:4]=[CH:5][CH:6]=[CH:7][C:2]=2[N:1]=[C:9]1[C:11]1[CH:12]=[N:13][C:14]([N:17]2[CH2:22][CH2:21][CH:20]([C:23]3[CH:28]=[CH:27][C:26]([C@@H:29]([NH:31][C:32](=[O:34])[CH3:33])[CH3:30])=[CH:25][CH:24]=3)[CH2:19][CH2:18]2)=[N:15][CH:16]=1, predict the reactants needed to synthesize it. The reactants are: [NH2:1][C:2]1[CH:7]=[CH:6][CH:5]=[CH:4][C:3]=1[NH:8][C:9]([C:11]1[CH:12]=[N:13][C:14]([N:17]2[CH2:22][CH2:21][CH:20]([C:23]3[CH:28]=[CH:27][C:26]([C@@H:29]([NH:31][C:32](=[O:34])[CH3:33])[CH3:30])=[CH:25][CH:24]=3)[CH2:19][CH2:18]2)=[N:15][CH:16]=1)=O. (3) Given the product [Cl:6][C:7]1[CH:12]=[CH:11][C:10]([N:13]([C@H:18]2[C:27]3[C:22](=[CH:23][CH:24]=[C:25]([O:28][CH3:29])[CH:26]=3)[N:21]([C:30]([C:32]3[O:33][CH:34]=[CH:35][CH:36]=3)=[O:31])[C@@H:20]([C:37]([F:39])([F:38])[F:40])[CH2:19]2)[C:14](=[O:17])[CH2:15][CH3:16])=[CH:9][CH:8]=1, predict the reactants needed to synthesize it. The reactants are: C(N)(=O)CC.[Cl:6][C:7]1[CH:12]=[CH:11][C:10]([N:13]([C@H:18]2[C:27]3[C:22](=[CH:23][CH:24]=[C:25]([O:28][CH3:29])[CH:26]=3)[N:21]([C:30]([C:32]3[O:33][CH:34]=[CH:35][CH:36]=3)=[O:31])[C@@H:20]([C:37]([F:40])([F:39])[F:38])[CH2:19]2)[C:14](=[O:17])[CH2:15][CH3:16])=[CH:9][CH:8]=1.ClC1C=CC(N([C@H]2C3C(=CC=C(OC)C=3)N(C(=O)C3C=CC(F)=CC=3)[C@@H](C(F)(F)F)C2)C(=O)CC)=CC=1.FC1C=CC(C(Cl)=O)=CC=1. (4) Given the product [NH2:4][C:3](=[N:1][OH:2])[C:5]1[CH:21]=[CH:20][C:8]([CH2:9][N:10]([CH3:19])[CH2:11][C:12]([O:14][C:15]([CH3:17])([CH3:16])[CH3:18])=[O:13])=[C:7]([F:22])[CH:6]=1, predict the reactants needed to synthesize it. The reactants are: [NH2:1][OH:2].[C:3]([C:5]1[CH:21]=[CH:20][C:8]([CH2:9][N:10]([CH3:19])[CH2:11][C:12]([O:14][C:15]([CH3:18])([CH3:17])[CH3:16])=[O:13])=[C:7]([F:22])[CH:6]=1)#[N:4]. (5) Given the product [N:40]1([C:37]2[CH:38]=[CH:39][C:34]([C:2]3[CH:3]=[C:4]4[C:8](=[CH:9][C:10]=3[F:11])[N:7]([CH:12]3[CH2:13][CH2:14][N:15]([C:18]5[N:19]=[CH:20][C:21]([CH2:24][CH3:25])=[CH:22][N:23]=5)[CH2:16][CH2:17]3)[N:6]=[CH:5]4)=[CH:35][CH:36]=2)[CH:44]=[N:43][N:42]=[N:41]1, predict the reactants needed to synthesize it. The reactants are: Br[C:2]1[CH:3]=[C:4]2[C:8](=[CH:9][C:10]=1[F:11])[N:7]([CH:12]1[CH2:17][CH2:16][N:15]([C:18]3[N:23]=[CH:22][C:21]([CH2:24][CH3:25])=[CH:20][N:19]=3)[CH2:14][CH2:13]1)[N:6]=[CH:5]2.CC1(C)C(C)(C)OB([C:34]2[CH:39]=[CH:38][C:37]([N:40]3[CH:44]=[N:43][N:42]=[N:41]3)=[CH:36][CH:35]=2)O1. (6) Given the product [OH:8][C@H:9]1[CH2:14][CH2:13][CH2:12][CH2:11][C@@H:10]1[N:15]1[CH:23]([CH3:24])[C:22]2[C:21]3[CH:25]=[CH:26][CH:27]=[CH:28][C:20]=3[C:19]([CH2:29][N:30]3[CH2:31][CH2:32][C:33]([C:38]4[CH:43]=[CH:42][CH:41]=[CH:40][N:39]=4)([C:36]#[N:37])[CH2:34][CH2:35]3)=[CH:18][C:17]=2[C:16]1=[O:44], predict the reactants needed to synthesize it. The reactants are: [Si]([O:8][C@H:9]1[CH2:14][CH2:13][CH2:12][CH2:11][C@@H:10]1[N:15]1[CH:23]([CH3:24])[C:22]2[C:21]3[CH:25]=[CH:26][CH:27]=[CH:28][C:20]=3[C:19]([CH2:29][N:30]3[CH2:35][CH2:34][C:33]([C:38]4[CH:43]=[CH:42][CH:41]=[CH:40][N:39]=4)([C:36]#[N:37])[CH2:32][CH2:31]3)=[CH:18][C:17]=2[C:16]1=[O:44])(C(C)(C)C)(C)C.N1C=CC=CC=1.F.C(=O)(O)[O-].[Na+].